Dataset: Full USPTO retrosynthesis dataset with 1.9M reactions from patents (1976-2016). Task: Predict the reactants needed to synthesize the given product. (1) Given the product [CH3:1][N:2]([CH:3]1[CH2:8][CH2:7][CH:6]([NH:9][C:10]2[N:11]=[CH:12][N:13]=[C:14]3[C:21]=2[C:20]2[CH2:19][CH2:18][CH2:17][C:16]=2[S:15]3)[CH2:5][CH2:4]1)[CH2:23][C:24]([N:26]1[CH2:31][CH2:30][CH2:29][CH2:28][CH2:27]1)=[O:25], predict the reactants needed to synthesize it. The reactants are: [CH3:1][NH:2][CH:3]1[CH2:8][CH2:7][CH:6]([NH:9][C:10]2[N:11]=[CH:12][N:13]=[C:14]3[C:21]=2[C:20]2[CH2:19][CH2:18][CH2:17][C:16]=2[S:15]3)[CH2:5][CH2:4]1.Cl[CH2:23][C:24]([N:26]1[CH2:31][CH2:30][CH2:29][CH2:28][CH2:27]1)=[O:25].C(=O)([O-])[O-].[K+].[K+]. (2) Given the product [NH2:20][C:16]1[C:15]2[N:21]=[C:12]([S:11][C:3]3[C:2]([I:1])=[CH:10][C:6]4[O:7][CH2:8][O:9][C:5]=4[CH:4]=3)[N:13]([CH2:23][CH2:24][CH2:25][CH2:26][C:27]([O:29][CH3:30])=[O:28])[C:14]=2[CH:19]=[CH:18][N:17]=1, predict the reactants needed to synthesize it. The reactants are: [I:1][C:2]1[C:3]([S:11][C:12]2[NH:13][C:14]3[CH:19]=[CH:18][N:17]=[C:16]([NH2:20])[C:15]=3[N:21]=2)=[CH:4][C:5]2[O:9][CH2:8][O:7][C:6]=2[CH:10]=1.Br[CH2:23][CH2:24][CH2:25][CH2:26][C:27]([O:29][CH3:30])=[O:28].C([O-])([O-])=O.[Cs+].[Cs+].NC1C2N=C(SC3C(I)=CC4OCOC=4C=3)N(CCCC(OCC)=O)C=2C=CN=1. (3) Given the product [CH3:1][C:2]1[C:10]([O:11][C:12]2[CH:20]=[CH:19][C:15]([C:16]([NH2:18])=[O:17])=[CH:14][N:13]=2)=[CH:9][CH:8]=[C:7]2[C:3]=1[CH2:4][CH2:5][CH:6]2[NH:30][CH2:22][CH2:23][C:24]1[CH:29]=[CH:28][CH:27]=[CH:26][CH:25]=1, predict the reactants needed to synthesize it. The reactants are: [CH3:1][C:2]1[C:10]([O:11][C:12]2[CH:20]=[CH:19][C:15]([C:16]([NH2:18])=[O:17])=[CH:14][N:13]=2)=[CH:9][CH:8]=[C:7]2[C:3]=1[CH2:4][CH2:5][C:6]2=O.[CH2:22]([NH2:30])[CH2:23][C:24]1[CH:29]=[CH:28][CH:27]=[CH:26][CH:25]=1.[BH3-]C#N.[Na+].